This data is from Forward reaction prediction with 1.9M reactions from USPTO patents (1976-2016). The task is: Predict the product of the given reaction. (1) Given the reactants Br[CH2:2][CH2:3][O:4][C:5]1[CH:10]=[C:9]([S:11]([CH3:14])(=[O:13])=[O:12])[CH:8]=[C:7]([F:15])[CH:6]=1.[C:16]([NH2:21])([CH2:19][CH3:20])([CH3:18])[CH3:17], predict the reaction product. The product is: [F:15][C:7]1[CH:6]=[C:5]([CH:10]=[C:9]([S:11]([CH3:14])(=[O:13])=[O:12])[CH:8]=1)[O:4][CH2:3][CH2:2][NH:21][C:16]([CH3:18])([CH2:19][CH3:20])[CH3:17]. (2) The product is: [CH2:28]([N:35]1[C:39](=[O:40])[C:38](=[C:41]2[N:45]([CH3:46])[C:44]3[CH:47]=[CH:48][CH:49]=[CH:50][C:43]=3[S:42]2)[S:37][C:36]1=[N:14][C:13]1[CH:12]=[CH:11][C:6]([NH:7][C:8](=[O:10])[CH3:9])=[CH:5][C:4]=1[NH:3][CH2:1][CH3:2])[C:29]1[CH:30]=[CH:31][CH:32]=[CH:33][CH:34]=1. Given the reactants [CH2:1]([NH:3][C:4]1[CH:5]=[C:6]([CH:11]=[CH:12][C:13]=1[N+:14]([O-])=O)[NH:7][C:8](=[O:10])[CH3:9])[CH3:2].C1(C)C=CC(S([O-])(=O)=O)=CC=1.[CH2:28]([N:35]1[C:39](=[O:40])[C:38](=[C:41]2[N:45]([CH3:46])[C:44]3[CH:47]=[CH:48][CH:49]=[CH:50][C:43]=3[S:42]2)[S:37][CH2+:36]1SC)[C:29]1[CH:34]=[CH:33][CH:32]=[CH:31][CH:30]=1, predict the reaction product.